Dataset: Peptide-MHC class I binding affinity with 185,985 pairs from IEDB/IMGT. Task: Regression. Given a peptide amino acid sequence and an MHC pseudo amino acid sequence, predict their binding affinity value. This is MHC class I binding data. (1) The peptide sequence is GDHQAAMQI. The MHC is Mamu-B8701 with pseudo-sequence Mamu-B8701. The binding affinity (normalized) is 0.00646. (2) The peptide sequence is LLFLKVPA. The binding affinity (normalized) is 0.548. The MHC is HLA-A02:02 with pseudo-sequence HLA-A02:02. (3) The peptide sequence is FPAWFAWIF. The binding affinity (normalized) is 0.0847. The MHC is HLA-B51:01 with pseudo-sequence HLA-B51:01. (4) The binding affinity (normalized) is 0.213. The MHC is HLA-A66:01 with pseudo-sequence HLA-A66:01. The peptide sequence is SENDRLRLL. (5) The peptide sequence is IPKRNRSIL. The MHC is HLA-A24:02 with pseudo-sequence HLA-A24:02. The binding affinity (normalized) is 0.0847. (6) The peptide sequence is QENVFHTMWH. The MHC is HLA-B44:03 with pseudo-sequence HLA-B44:03. The binding affinity (normalized) is 0.503.